From a dataset of Full USPTO retrosynthesis dataset with 1.9M reactions from patents (1976-2016). Predict the reactants needed to synthesize the given product. (1) Given the product [CH3:16][S:15][C:12]1[CH:13]=[CH:14][C:9]([N:8]2[CH2:2][CH2:3][NH:4][CH2:5][C:6]2=[O:7])=[CH:10][CH:11]=1, predict the reactants needed to synthesize it. The reactants are: O[CH2:2][CH2:3][NH:4][CH2:5][C:6]([NH:8][C:9]1[CH:14]=[CH:13][C:12]([S:15][CH3:16])=[CH:11][CH:10]=1)=[O:7].P(CCCC)(CCCC)CCCC.C1C=CC(COC(/N=N/C(OCC2C=CC=CC=2)=O)=O)=CC=1. (2) The reactants are: BrC1N=C(C(=O)NC)C(NC2C(C(F)(F)F)=CN=C(NC3C=CC(CCCCP(=O)O[CH2:34][C:35]([CH3:52])([CH3:51])[CH2:36][N:37]4[CH:41]=[C:40]([B:42]5[O:46][C:45]([CH3:48])([CH3:47])[C:44]([CH3:50])([CH3:49])[O:43]5)[CH:39]=[N:38]4)=CC=3OC)N=2)=CC=1.[Br:58][C:59]1[N:64]=[C:63]([C:65](=[O:68])[NH:66][CH3:67])[C:62]([NH:69][C:70]2[C:75]([C:76]([F:79])([F:78])[F:77])=[CH:74][N:73]=[C:72]([NH:80][C:81]3[CH:92]=[CH:91][C:84]([CH2:85][CH2:86][CH2:87][PH:88](=[O:90])[OH:89])=[CH:83][C:82]=3[O:93][CH3:94])[N:71]=2)=[CH:61][CH:60]=1. Given the product [Br:58][C:59]1[N:64]=[C:63]([C:65](=[O:68])[NH:66][CH3:67])[C:62]([NH:69][C:70]2[C:75]([C:76]([F:79])([F:77])[F:78])=[CH:74][N:73]=[C:72]([NH:80][C:81]3[CH:92]=[CH:91][C:84]([CH2:85][CH2:86][CH2:87][PH:88](=[O:89])[O:90][CH2:34][C:35]([CH3:52])([CH3:51])[CH2:36][N:37]4[CH:41]=[C:40]([B:42]5[O:46][C:45]([CH3:48])([CH3:47])[C:44]([CH3:50])([CH3:49])[O:43]5)[CH:39]=[N:38]4)=[CH:83][C:82]=3[O:93][CH3:94])[N:71]=2)=[CH:61][CH:60]=1, predict the reactants needed to synthesize it. (3) Given the product [ClH:27].[NH2:20][C@H:10]([C:11]1[CH:16]=[CH:15][C:14]([S:17][CH2:18][CH3:19])=[CH:13][N:12]=1)[CH2:9][OH:8], predict the reactants needed to synthesize it. The reactants are: [Si]([O:8][CH2:9][C@H:10]([NH:20][S@@](C(C)(C)C)=O)[C:11]1[CH:16]=[CH:15][C:14]([S:17][CH2:18][CH3:19])=[CH:13][N:12]=1)(C(C)(C)C)(C)C.[ClH:27].O1CCOCC1. (4) Given the product [Cl:24][C:25]1[CH:30]=[CH:29][CH:28]=[CH:27][C:26]=1[NH:31][C:32]1[C:33]2[C@@H:34]3[CH2:45][CH2:44][NH:43][CH2:42][CH2:41][C@@H:35]3[NH:36][C:37]=2[CH:38]=[CH:39][CH:40]=1, predict the reactants needed to synthesize it. The reactants are: Cl.Cl.ClC1C=CC(C2C3[C@@H]4CCNCC[C@@H]4NC=3C=CC=2)=CC=1.[Cl:24][C:25]1[CH:30]=[CH:29][CH:28]=[CH:27][C:26]=1[NH:31][C:32]1[C:33]2[C:34]3[CH2:45][CH2:44][NH:43][CH2:42][CH2:41][C:35]=3[NH:36][C:37]=2[CH:38]=[CH:39][CH:40]=1. (5) Given the product [NH2:32][C:28]1[N:9]([C:5]2[CH:6]=[CH:7][CH:8]=[C:3]([CH2:2][OH:1])[CH:4]=2)[CH:10]=[C:11]([C:13]2[CH:18]=[CH:17][C:16]([O:19][C:20]3[CH:25]=[CH:24][CH:23]=[CH:22][CH:21]=3)=[CH:15][CH:14]=2)[C:29]=1[C:30]#[N:31], predict the reactants needed to synthesize it. The reactants are: [OH:1][CH2:2][C:3]1[CH:4]=[C:5]([NH:9][CH2:10][C:11]([C:13]2[CH:18]=[CH:17][C:16]([O:19][C:20]3[CH:25]=[CH:24][CH:23]=[CH:22][CH:21]=3)=[CH:15][CH:14]=2)=O)[CH:6]=[CH:7][CH:8]=1.[OH-].[K+].[C:28](#[N:32])[CH2:29][C:30]#[N:31].CO. (6) Given the product [F:10][C:5]1[CH:6]=[CH:7][CH:8]=[CH:9][C:4]=1[C:3]1[C:15]([C:12](=[O:14])[CH3:13])=[C:16]([CH3:17])[O:1][N:2]=1, predict the reactants needed to synthesize it. The reactants are: [OH:1]/[N:2]=[C:3](\Cl)/[C:4]1[CH:9]=[CH:8][CH:7]=[CH:6][C:5]=1[F:10].[C:12]([CH2:15][C:16](=O)[CH3:17])(=[O:14])[CH3:13].[O-]CC.[Na+].Cl.